Task: Predict the reaction yield, written as a fraction of the theoretical maximum amount of product (1.0 means a 100% yield; for example, 0.34 means a 34% yield).. Dataset: Reaction yield outcomes from USPTO patents with 853,638 reactions (1) The reactants are [H-].[Al+3].[Li+].[H-].[H-].[H-].[Cl:7][C:8]1[CH:9]=[C:10]([S:15]C#N)[CH:11]=[CH:12][C:13]=1[OH:14]. The catalyst is O1CCCC1. The product is [Cl:7][C:8]1[CH:9]=[C:10]([SH:15])[CH:11]=[CH:12][C:13]=1[OH:14]. The yield is 1.00. (2) The reactants are [H-].[Na+].[Br-].[CH2:4]([P+](C1C=CC=CC=1)(C1C=CC=CC=1)C1C=CC=CC=1)[C:5]1[CH:10]=[CH:9][CH:8]=[CH:7][CH:6]=1.[O:30]1[C:34]2([CH2:39][CH2:38][C:37](=O)[CH2:36][CH2:35]2)[O:33][CH2:32][CH2:31]1. The catalyst is CS(C)=O. The product is [CH:4](=[C:37]1[CH2:38][CH2:39][C:34]2([O:33][CH2:32][CH2:31][O:30]2)[CH2:35][CH2:36]1)[C:5]1[CH:10]=[CH:9][CH:8]=[CH:7][CH:6]=1. The yield is 0.610. (3) The reactants are [Cl:1][C:2]1[CH:3]=[C:4]([C:9]2([C:14](O)=O)[CH2:13][CH2:12][CH2:11][CH2:10]2)[CH:5]=[CH:6][C:7]=1[Cl:8].[CH3:17][NH:18][CH3:19]. No catalyst specified. The product is [Cl:1][C:2]1[CH:3]=[C:4]([C:9]2([CH2:14][N:18]([CH3:19])[CH3:17])[CH2:13][CH2:12][CH2:11][CH2:10]2)[CH:5]=[CH:6][C:7]=1[Cl:8]. The yield is 0.870.